From a dataset of Full USPTO retrosynthesis dataset with 1.9M reactions from patents (1976-2016). Predict the reactants needed to synthesize the given product. (1) Given the product [F:1][C:2]1[CH:3]=[C:4]([CH:5]=[CH:13][C:14]([OH:16])=[O:15])[CH:7]=[C:8]([F:11])[C:9]=1[F:10], predict the reactants needed to synthesize it. The reactants are: [F:1][C:2]1[CH:3]=[C:4]([CH:7]=[C:8]([F:11])[C:9]=1[F:10])[CH:5]=O.C(O)(=O)[CH2:13][C:14]([OH:16])=[O:15]. (2) The reactants are: [CH3:1][C:2]1[CH:6]=[CH:5][NH:4][N:3]=1.[C:7]1([S:13](Cl)(=[O:15])=[O:14])[CH:12]=[CH:11][CH:10]=[CH:9][CH:8]=1.C(N(CC)CC)C. Given the product [C:7]1([S:13]([N:4]2[CH:5]=[CH:6][C:2]([CH3:1])=[N:3]2)(=[O:15])=[O:14])[CH:12]=[CH:11][CH:10]=[CH:9][CH:8]=1, predict the reactants needed to synthesize it. (3) Given the product [Si:13]([O:20][CH:21]1[CH2:22][CH2:23][N:24]([C:2]2[CH:7]=[CH:6][CH:5]=[C:4]([N:8]3[CH:12]=[CH:11][N:10]=[N:9]3)[CH:3]=2)[CH2:25][CH2:26]1)([C:16]([CH3:19])([CH3:18])[CH3:17])([CH3:15])[CH3:14], predict the reactants needed to synthesize it. The reactants are: Br[C:2]1[CH:3]=[C:4]([N:8]2[CH:12]=[CH:11][N:10]=[N:9]2)[CH:5]=[CH:6][CH:7]=1.[Si:13]([O:20][CH:21]1[CH2:26][CH2:25][NH:24][CH2:23][CH2:22]1)([C:16]([CH3:19])([CH3:18])[CH3:17])([CH3:15])[CH3:14].C1(P(C2CCCCC2)C2C=CC=CC=2C2C=CC=CC=2N(C)C)CCCCC1.CC(C)([O-])C.[Na+]. (4) The reactants are: [Br:1][CH2:2][C:3]([C:5]1[CH:10]=[CH:9][C:8]([O:11][CH2:12][C:13]2[CH:18]=[CH:17][CH:16]=[CH:15][CH:14]=2)=[C:7]([N+:19]([O-:21])=[O:20])[CH:6]=1)=[O:4]. Given the product [Br:1][CH2:2][C@@H:3]([C:5]1[CH:10]=[CH:9][C:8]([O:11][CH2:12][C:13]2[CH:18]=[CH:17][CH:16]=[CH:15][CH:14]=2)=[C:7]([N+:19]([O-:21])=[O:20])[CH:6]=1)[OH:4], predict the reactants needed to synthesize it. (5) Given the product [F:15][C:16]([F:27])([F:26])[C:17]1[N:22]=[CH:21][C:20]([C:2]2[CH:3]=[CH:4][C:5]3[CH:9]=[C:8]([C:10]([O:12][CH3:13])=[O:11])[S:7][C:6]=3[CH:14]=2)=[CH:19][CH:18]=1, predict the reactants needed to synthesize it. The reactants are: Br[C:2]1[CH:3]=[CH:4][C:5]2[CH:9]=[C:8]([C:10]([O:12][CH3:13])=[O:11])[S:7][C:6]=2[CH:14]=1.[F:15][C:16]([F:27])([F:26])[C:17]1[N:22]=[CH:21][C:20](B(O)O)=[CH:19][CH:18]=1.[Cl-].[Li+].C(=O)([O-])[O-].[Na+].[Na+]. (6) Given the product [CH3:28][C:25]1[CH:26]=[CH:27][C:19]([N:2]2[N:3]=[CH:4][CH:5]=[N:1]2)=[C:20]([CH:24]=1)[C:21]([OH:23])=[O:22], predict the reactants needed to synthesize it. The reactants are: [NH:1]1[CH:5]=[CH:4][N:3]=[N:2]1.C(=O)([O-])[O-].[Cs+].[Cs+].CN(C)CCN.I[C:19]1[CH:27]=[CH:26][C:25]([CH3:28])=[CH:24][C:20]=1[C:21]([OH:23])=[O:22]. (7) Given the product [C:11]([O:10][C:8]([N:5]1[CH2:4][CH2:3][CH:2]([O:1][CH2:16][C:17]([O:19][C:20]([CH3:23])([CH3:22])[CH3:21])=[O:18])[CH2:7][CH2:6]1)=[O:9])([CH3:14])([CH3:13])[CH3:12], predict the reactants needed to synthesize it. The reactants are: [OH:1][CH:2]1[CH2:7][CH2:6][N:5]([C:8]([O:10][C:11]([CH3:14])([CH3:13])[CH3:12])=[O:9])[CH2:4][CH2:3]1.Br[CH2:16][C:17]([O:19][C:20]([CH3:23])([CH3:22])[CH3:21])=[O:18].[OH-].[Na+]. (8) Given the product [CH:1]1([C:7]2[C:11]([CH2:12][O:13][C:29]3[CH:28]=[C:27]([CH2:31][CH2:32][CH2:33][C:34]([OH:36])=[O:35])[CH:26]=[CH:25][CH:30]=3)=[CH:10][N:9]([C:14]3[CH:19]=[CH:18][C:17]([C:20]([F:22])([F:21])[F:23])=[CH:16][N:15]=3)[N:8]=2)[CH2:2][CH2:3][CH2:4][CH2:5][CH2:6]1, predict the reactants needed to synthesize it. The reactants are: [CH:1]1([C:7]2[C:11]([CH2:12][OH:13])=[CH:10][N:9]([C:14]3[CH:19]=[CH:18][C:17]([C:20]([F:23])([F:22])[F:21])=[CH:16][N:15]=3)[N:8]=2)[CH2:6][CH2:5][CH2:4][CH2:3][CH2:2]1.O[C:25]1[CH:26]=[C:27]([CH2:31][CH2:32][CH2:33][C:34]([O:36]CC)=[O:35])[CH:28]=[CH:29][CH:30]=1.C(P(CCCC)CCCC)CCC.N(C(N1CCCCC1)=O)=NC(N1CCCCC1)=O. (9) Given the product [CH3:34][O:32][C:31](=[O:33])[CH2:30][CH2:29][CH2:28][CH2:27][CH2:26][O:25][C:24]1[C:3]([O:2][CH3:1])=[CH:4][C:5]2[NH:9][CH:8]([C:10]3[CH:15]=[CH:14][CH:13]=[CH:12][CH:11]=3)[N:7]([C:16]3[CH:21]=[CH:20][C:19]([CH3:22])=[CH:18][CH:17]=3)[C:6]=2[CH:23]=1, predict the reactants needed to synthesize it. The reactants are: [CH3:1][O:2][C:3]1[C:24]([O:25][CH2:26][CH2:27][CH2:28][CH2:29][CH2:30][C:31]([OH:33])=[O:32])=[CH:23][C:6]2[N:7]([C:16]3[CH:21]=[CH:20][C:19]([CH3:22])=[CH:18][CH:17]=3)[C:8]([C:10]3[CH:15]=[CH:14][CH:13]=[CH:12][CH:11]=3)=[N:9][C:5]=2[CH:4]=1.[C:34](=O)(O)[O-].[K+]. (10) Given the product [NH2:9][C:7]1[CH:6]=[CH:5][C:4]([C:12]([CH3:16])([CH3:15])[C:13]#[N:14])=[C:3]([O:2][CH3:1])[CH:8]=1, predict the reactants needed to synthesize it. The reactants are: [CH3:1][O:2][C:3]1[CH:8]=[C:7]([N+:9]([O-])=O)[CH:6]=[CH:5][C:4]=1[C:12]([CH3:16])([CH3:15])[C:13]#[N:14].